Task: Predict the product of the given reaction.. Dataset: Forward reaction prediction with 1.9M reactions from USPTO patents (1976-2016) Given the reactants [CH3:1][C:2]1[CH:16]=[CH:15][C:5]([C:6]([NH:8][C:9]2[CH:14]=[CH:13][N:12]=[CH:11][CH:10]=2)=[NH:7])=[CH:4][CH:3]=1.Br[CH2:18][C:19](=O)[C:20]([O:22][CH2:23][CH3:24])=[O:21], predict the reaction product. The product is: [CH2:23]([O:22][C:20]([C:19]1[N:7]=[C:6]([C:5]2[CH:4]=[CH:3][C:2]([CH3:1])=[CH:16][CH:15]=2)[N:8]([C:9]2[CH:10]=[CH:11][N:12]=[CH:13][CH:14]=2)[CH:18]=1)=[O:21])[CH3:24].